The task is: Predict which catalyst facilitates the given reaction.. This data is from Catalyst prediction with 721,799 reactions and 888 catalyst types from USPTO. Reactant: C([O:8][C:9]1[CH:19]=[C:18]([O:20]CC2C=CC=CC=2)[CH:17]=[CH:16][C:10]=1[C:11](=[NH:15])[O:12][CH2:13][CH3:14])C1C=CC=CC=1.[H][H]. The catalyst class is: 63. Product: [OH:8][C:9]1[CH:19]=[C:18]([OH:20])[CH:17]=[CH:16][C:10]=1[C:11](=[NH:15])[O:12][CH2:13][CH3:14].